Predict the reaction yield, written as a fraction of the theoretical maximum amount of product (1.0 means a 100% yield; for example, 0.34 means a 34% yield). From a dataset of Reaction yield outcomes from USPTO patents with 853,638 reactions. The reactants are [CH3:1][C:2](=[O:7])[CH2:3][C:4](=[O:6])[CH3:5].C(N(CC)CC)C.Cl[C:16](=[N:23]O)[C:17]1[CH:22]=[CH:21][CH:20]=[CH:19][CH:18]=1.[Na+].[Cl-]. The catalyst is C(O)C.C(OCC)(=O)C. The product is [CH3:5][C:4]1[O:6][N:23]=[C:16]([C:17]2[CH:22]=[CH:21][CH:20]=[CH:19][CH:18]=2)[C:3]=1[C:2](=[O:7])[CH3:1]. The yield is 1.00.